From a dataset of Full USPTO retrosynthesis dataset with 1.9M reactions from patents (1976-2016). Predict the reactants needed to synthesize the given product. (1) The reactants are: [OH-].[NH4+:2].[Cl:3][C:4]1[C:5]([F:17])=[C:6]([CH:10]=[C:11]([N+:14]([O-:16])=[O:15])[C:12]=1F)[C:7]([OH:9])=[O:8].Cl. Given the product [NH2:2][C:12]1[C:11]([N+:14]([O-:16])=[O:15])=[CH:10][C:6]([C:7]([OH:9])=[O:8])=[C:5]([F:17])[C:4]=1[Cl:3], predict the reactants needed to synthesize it. (2) Given the product [Br:17][CH2:1][C:2]1[O:3][C:4]2[CH:10]=[CH:9][C:8]([C:11]3[CH:12]=[CH:13][CH:14]=[CH:15][CH:16]=3)=[CH:7][C:5]=2[N:6]=1, predict the reactants needed to synthesize it. The reactants are: [CH3:1][C:2]1[O:3][C:4]2[CH:10]=[CH:9][C:8]([C:11]3[CH:16]=[CH:15][CH:14]=[CH:13][CH:12]=3)=[CH:7][C:5]=2[N:6]=1.[Br:17]N1C(=O)CCC1=O.CC(N=NC(C#N)(C)C)(C#N)C. (3) Given the product [CH3:28][CH:26]1[O:27][CH:22]([CH3:21])[CH2:23][N:24]([CH2:29][C:30]([N:33]2[CH:37]=[C:36]([NH:38][C:15](=[O:17])[CH:14]([NH:13][CH:7]3[CH2:6][CH2:5][C:4]4[C:9](=[C:10]([F:12])[CH:11]=[C:2]([F:1])[CH:3]=4)[CH2:8]3)[CH2:18][CH2:19][CH3:20])[N:35]=[CH:34]2)([CH3:32])[CH3:31])[CH2:25]1, predict the reactants needed to synthesize it. The reactants are: [F:1][C:2]1[CH:3]=[C:4]2[C:9](=[C:10]([F:12])[CH:11]=1)[CH2:8][CH:7]([NH:13][CH:14]([CH2:18][CH2:19][CH3:20])[C:15]([OH:17])=O)[CH2:6][CH2:5]2.[CH3:21][CH:22]1[O:27][CH:26]([CH3:28])[CH2:25][N:24]([CH2:29][C:30]([N:33]2[CH:37]=[C:36]([NH2:38])[N:35]=[CH:34]2)([CH3:32])[CH3:31])[CH2:23]1. (4) Given the product [CH3:20][S:17]([N:14]1[CH2:13][CH2:12][C:11]2([CH2:10][C:9](=[O:25])[C:8]3[C:22](=[CH:23][CH:24]=[C:6](/[CH:5]=[CH:4]/[C:3]([OH:26])=[O:2])[CH:7]=3)[O:21]2)[CH2:16][CH2:15]1)(=[O:18])=[O:19], predict the reactants needed to synthesize it. The reactants are: C[O:2][C:3](=[O:26])/[CH:4]=[CH:5]/[C:6]1[CH:7]=[C:8]2[C:22](=[CH:23][CH:24]=1)[O:21][C:11]1([CH2:16][CH2:15][N:14]([S:17]([CH3:20])(=[O:19])=[O:18])[CH2:13][CH2:12]1)[CH2:10][C:9]2=[O:25].[OH-].[Na+]. (5) The reactants are: Br.Br[C:3]1[S:7][C:6]([NH2:8])=[N:5][CH:4]=1.C(=O)([O-])[O-].[K+].[K+].CN(C=O)C.[C:20]([O:24][CH2:25][CH3:26])(=[O:23])[CH2:21][SH:22]. Given the product [NH2:8][C:6]1[S:7][C:3]([S:22][CH2:21][C:20]([O:24][CH2:25][CH3:26])=[O:23])=[CH:4][N:5]=1, predict the reactants needed to synthesize it. (6) Given the product [CH3:12][C:13]1([C:16]([NH:18][C:2]2[CH:3]=[C:4]([CH:9]=[CH:10][N:11]=2)[C:5]([O:7][CH3:8])=[O:6])=[O:17])[CH2:15][CH2:14]1, predict the reactants needed to synthesize it. The reactants are: Cl[C:2]1[CH:3]=[C:4]([CH:9]=[CH:10][N:11]=1)[C:5]([O:7][CH3:8])=[O:6].[CH3:12][C:13]1([C:16]([NH2:18])=[O:17])[CH2:15][CH2:14]1. (7) Given the product [CH2:1]([S:6]([NH:9][C:14](=[O:20])[O:15][CH2:16][C:30]1[N:26]([CH2:25][C:24]2[CH:37]=[CH:38][C:39]([Cl:41])=[CH:40][C:23]=2[Cl:22])[N:27]=[C:28]([O:33][CH:34]([CH3:36])[CH3:35])[CH:29]=1)(=[O:8])=[O:7])[CH2:2][CH2:3][CH2:4][CH3:5], predict the reactants needed to synthesize it. The reactants are: [CH2:1]([S:6]([NH2:9])(=[O:8])=[O:7])[CH2:2][CH2:3][CH2:4][CH3:5].ClC(Cl)(O[C:14](=[O:20])[O:15][C:16](Cl)(Cl)Cl)Cl.[Cl:22][C:23]1[CH:40]=[C:39]([Cl:41])[CH:38]=[CH:37][C:24]=1[CH2:25][N:26]1[C:30](CO)=[CH:29][C:28]([O:33][CH:34]([CH3:36])[CH3:35])=[N:27]1.C(N(CC)C(C)C)(C)C.